This data is from Peptide-MHC class I binding affinity with 185,985 pairs from IEDB/IMGT. The task is: Regression. Given a peptide amino acid sequence and an MHC pseudo amino acid sequence, predict their binding affinity value. This is MHC class I binding data. The peptide sequence is LSYVIGLLPH. The MHC is HLA-A68:01 with pseudo-sequence HLA-A68:01. The binding affinity (normalized) is 0.